From a dataset of Full USPTO retrosynthesis dataset with 1.9M reactions from patents (1976-2016). Predict the reactants needed to synthesize the given product. (1) The reactants are: [F:1][C:2]1[CH:7]=[C:6]([F:8])[CH:5]=[CH:4][C:3]=1B(O)O.C(=O)([O-])[O-].[Na+].[Na+].[C:18]([NH:26][C:27]1[CH:36]=[C:35](Br)[CH:34]=[CH:33][C:28]=1[C:29]([O:31]C)=[O:30])(=[O:25])[C:19]1[CH:24]=[CH:23][CH:22]=[CH:21][CH:20]=1. Given the product [C:18]([NH:26][C:27]1[CH:36]=[C:35]([C:3]2[CH:4]=[CH:5][C:6]([F:8])=[CH:7][C:2]=2[F:1])[CH:34]=[CH:33][C:28]=1[C:29]([OH:31])=[O:30])(=[O:25])[C:19]1[CH:20]=[CH:21][CH:22]=[CH:23][CH:24]=1, predict the reactants needed to synthesize it. (2) Given the product [CH:52]1([CH2:51][CH2:50][C:49]([N:31]2[CH2:30][C:29]3[C:33](=[CH:34][C:35]([C:36]([N:38]4[C@H:47]([CH3:48])[CH2:46][C:45]5[C:40](=[CH:41][CH:42]=[CH:43][CH:44]=5)[CH2:39]4)=[O:37])=[C:27]([C:20]4[N:21]5[C:26]([CH2:25][CH2:24][CH2:23][CH2:22]5)=[C:18]([C:16]([N:15]([C:12]5[CH:11]=[CH:10][C:9]([OH:8])=[CH:14][CH:13]=5)[CH3:59])=[O:17])[CH:19]=4)[CH:28]=3)[CH2:32]2)=[O:58])[CH2:57][CH2:56][CH2:55][CH2:54][CH2:53]1, predict the reactants needed to synthesize it. The reactants are: C([O:8][C:9]1[CH:14]=[CH:13][C:12]([N:15]([CH3:59])[C:16]([C:18]2[CH:19]=[C:20]([C:27]3[CH:28]=[C:29]4[C:33](=[CH:34][C:35]=3[C:36]([N:38]3[C@H:47]([CH3:48])[CH2:46][C:45]5[C:40](=[CH:41][CH:42]=[CH:43][CH:44]=5)[CH2:39]3)=[O:37])[CH2:32][N:31]([C:49](=[O:58])[CH2:50][CH2:51][CH:52]3[CH2:57][CH2:56][CH2:55][CH2:54][CH2:53]3)[CH2:30]4)[N:21]3[C:26]=2[CH2:25][CH2:24][CH2:23][CH2:22]3)=[O:17])=[CH:11][CH:10]=1)C1C=CC=CC=1. (3) The reactants are: [C:1]([O:5][C:6]([NH:8][C@@H:9]([C:13]([CH3:16])([CH3:15])[CH3:14])[C:10]([OH:12])=O)=[O:7])([CH3:4])([CH3:3])[CH3:2].CC1C=CC(S(O)(=O)=O)=CC=1.[NH2:28][C@@H:29]([CH2:40][CH:41]([CH3:43])[CH3:42])[C:30]([O:32][CH2:33][C:34]1[CH:39]=[CH:38][CH:37]=[CH:36][CH:35]=1)=[O:31].CN(C(ON1N=NC2C=CC=NC1=2)=[N+](C)C)C.F[P-](F)(F)(F)(F)F.C(N(CC)C(C)C)(C)C. Given the product [CH2:33]([O:32][C:30](=[O:31])[C@@H:29]([NH:28][C:10](=[O:12])[C@@H:9]([NH:8][C:6]([O:5][C:1]([CH3:2])([CH3:3])[CH3:4])=[O:7])[C:13]([CH3:16])([CH3:15])[CH3:14])[CH2:40][CH:41]([CH3:42])[CH3:43])[C:34]1[CH:39]=[CH:38][CH:37]=[CH:36][CH:35]=1, predict the reactants needed to synthesize it. (4) Given the product [F:13][C:9]1[C:8]([F:14])=[CH:7][CH:6]=[C:20]2[C:10]=1[C:11]([CH3:12])([CH3:19])[C:23](=[O:24])[NH:21]2, predict the reactants needed to synthesize it. The reactants are: C(N1[C:12]2[C:7](=[C:8]([F:14])[C:9]([F:13])=[CH:10][CH:11]=2)[CH2:6]C1=O)(=O)C.[H-].[Na+].I[CH3:19].[CH3:20][N:21]([CH:23]=[O:24])C. (5) Given the product [CH3:1][C:2]1[C:3]([CH2:9][N:10]([C@@H:16]2[C:25]3[N:24]=[CH:23][CH:22]=[CH:21][C:20]=3[CH2:19][CH2:18][CH2:17]2)[CH2:11][CH2:12][CH2:13][CH2:14][NH2:15])=[N:4][CH:5]=[C:6]([CH3:8])[CH:7]=1, predict the reactants needed to synthesize it. The reactants are: [CH3:1][C:2]1[C:3]([CH2:9][N:10]([CH:16]2[C:25]3[N:24]=[CH:23][CH:22]=[CH:21][C:20]=3[CH2:19][CH2:18][CH2:17]2)[CH2:11][CH2:12][CH2:13][CH2:14][NH2:15])=[N:4][CH:5]=[C:6]([CH3:8])[CH:7]=1.[OH-].[Na+].